Task: Predict the product of the given reaction.. Dataset: Forward reaction prediction with 1.9M reactions from USPTO patents (1976-2016) The product is: [CH2:38]([O:40][CH:41]1[CH2:44][N:43]([CH2:1][C:3]2[CH:4]=[CH:5][C:6]([C:9]#[C:10][C:11]3[CH:12]=[CH:13][C:14]([C:15]([N:17]([CH3:34])[C@:18]([CH3:33])([C:23]([NH:25][O:26][CH:27]4[CH2:32][CH2:31][CH2:30][CH2:29][O:28]4)=[O:24])[C:19]([NH:21][CH3:22])=[O:20])=[O:16])=[CH:35][CH:36]=3)=[CH:7][CH:8]=2)[CH2:42]1)[CH3:39]. Given the reactants [CH:1]([C:3]1[CH:8]=[CH:7][C:6]([C:9]#[C:10][C:11]2[CH:36]=[CH:35][C:14]([C:15]([N:17]([CH3:34])[C@:18]([CH3:33])([C:23]([NH:25][O:26][CH:27]3[CH2:32][CH2:31][CH2:30][CH2:29][O:28]3)=[O:24])[C:19]([NH:21][CH3:22])=[O:20])=[O:16])=[CH:13][CH:12]=2)=[CH:5][CH:4]=1)=O.Cl.[CH2:38]([O:40][CH:41]1[CH2:44][NH:43][CH2:42]1)[CH3:39], predict the reaction product.